This data is from Retrosynthesis with 50K atom-mapped reactions and 10 reaction types from USPTO. The task is: Predict the reactants needed to synthesize the given product. (1) Given the product COC(C(=O)O)c1nn(-c2ccc(Cl)cc2)c2c1CCCC2, predict the reactants needed to synthesize it. The reactants are: CCOC(=O)C(OC)c1nn(-c2ccc(Cl)cc2)c2c1CCCC2. (2) Given the product Cc1nc(-c2ccc3cc(NC(=O)C4CC4)ncc3c2)cs1, predict the reactants needed to synthesize it. The reactants are: Cc1nc(B2OC(C)(C)C(C)(C)O2)cs1.O=C(Nc1cc2ccc(Br)cc2cn1)C1CC1.